This data is from Reaction yield outcomes from USPTO patents with 853,638 reactions. The task is: Predict the reaction yield, written as a fraction of the theoretical maximum amount of product (1.0 means a 100% yield; for example, 0.34 means a 34% yield). (1) The reactants are [O:1]1[CH2:3][C@@H:2]1[CH2:4][N:5]1[CH2:10][CH2:9][O:8][CH2:7][CH2:6]1.[NH3:11]. No catalyst specified. The product is [NH2:11][CH2:3][C@@H:2]([OH:1])[CH2:4][N:5]1[CH2:10][CH2:9][O:8][CH2:7][CH2:6]1. The yield is 0.990. (2) The reactants are [Cl:1][C:2]1[CH:7]=[C:6]([NH2:8])[CH:5]=[C:4](Cl)[N:3]=1.[CH3:10][O-:11].[Na+].CO. The catalyst is O. The product is [Cl:1][C:2]1[CH:7]=[C:6]([NH2:8])[CH:5]=[C:4]([O:11][CH3:10])[N:3]=1. The yield is 0.812. (3) The catalyst is CO.O1CCCC1. The yield is 0.550. The reactants are [NH:1]1[CH2:5][CH2:4][CH2:3][CH2:2]1.[I:6][C:7]1[CH:8]=[C:9]([CH:12]=[CH:13][CH:14]=1)[CH:10]=O.[BH4-].[Na+]. The product is [I:6][C:7]1[CH:8]=[C:9]([CH:12]=[CH:13][CH:14]=1)[CH2:10][N:1]1[CH2:5][CH2:4][CH2:3][CH2:2]1. (4) The reactants are Br[CH2:2]/[CH:3]=[CH:4]/[C:5]([NH:7][C:8]1[CH:13]=[CH:12][C:11]([C:14]([N:16]2[CH2:21][CH2:20][CH:19]([NH:22][C:23]3[N:28]=[C:27]([C:29]4[CH:30]=[N:31][CH:32]=[CH:33][CH:34]=4)[C:26]([Cl:35])=[CH:25][N:24]=3)[CH2:18][CH2:17]2)=[O:15])=[CH:10][CH:9]=1)=[O:6].[NH:36]([CH3:38])[CH3:37].CCN(C(C)C)C(C)C. The catalyst is C1COCC1. The product is [Cl:35][C:26]1[C:27]([C:29]2[CH:30]=[N:31][CH:32]=[CH:33][CH:34]=2)=[N:28][C:23]([NH:22][CH:19]2[CH2:20][CH2:21][N:16]([C:14]([C:11]3[CH:12]=[CH:13][C:8]([NH:7][C:5](=[O:6])/[CH:4]=[CH:3]/[CH2:2][N:36]([CH3:38])[CH3:37])=[CH:9][CH:10]=3)=[O:15])[CH2:17][CH2:18]2)=[N:24][CH:25]=1. The yield is 0.0800. (5) The yield is 0.360. The catalyst is CS(C)=O. The product is [CH3:1][CH2:2][O:3][C:4]([C:6]1[N:7]([C:18]([O:20][C:21]([CH3:24])([CH3:23])[CH3:22])=[O:19])[C:8]2[C:13]([CH:14]=1)=[CH:12][C:11]([Cl:15])=[CH:10][C:9]=2[CH2:16][C:25]#[N:26])=[O:5]. The reactants are [CH3:1][CH2:2][O:3][C:4]([C:6]1[N:7]([C:18]([O:20][C:21]([CH3:24])([CH3:23])[CH3:22])=[O:19])[C:8]2[C:13]([CH:14]=1)=[CH:12][C:11]([Cl:15])=[CH:10][C:9]=2[CH2:16]Br)=[O:5].[C-:25]#[N:26].[Na+].[Cl-].[NH4+]. (6) The reactants are [CH:1]([C:4]1[CH:5]=[C:6]2[C:10](=[CH:11][CH:12]=1)[NH:9][C:8]([C:13]1[CH:18]=[C:17]([C:19]3[CH:24]=[CH:23][N:22]=[CH:21][CH:20]=3)[N:16]=[N:15][C:14]=1[O:25]C)=[CH:7]2)([CH3:3])[CH3:2].[OH-].[Na+]. The catalyst is CCO. The product is [CH:1]([C:4]1[CH:5]=[C:6]2[C:10](=[CH:11][CH:12]=1)[NH:9][C:8]([C:13]1[C:14](=[O:25])[NH:15][N:16]=[C:17]([C:19]3[CH:20]=[CH:21][N:22]=[CH:23][CH:24]=3)[CH:18]=1)=[CH:7]2)([CH3:3])[CH3:2]. The yield is 0.110. (7) The reactants are [Cl-].O[NH3+:3].[C:4](=[O:7])([O-])[OH:5].[Na+].CS(C)=O.[CH2:13]([N:20]1[CH2:25][CH2:24][O:23][CH:22]([CH2:26][N:27]2[C:32](=[O:33])[C:31]([CH2:34][C:35]3[CH:40]=[CH:39][C:38]([C:41]4[C:42]([C:47]#[N:48])=[CH:43][CH:44]=[CH:45][CH:46]=4)=[CH:37][CH:36]=3)=[C:30]([CH2:49][CH2:50][CH2:51][CH3:52])[N:29]=[C:28]2[CH3:53])[CH2:21]1)[C:14]1[CH:19]=[CH:18][CH:17]=[CH:16][CH:15]=1. The catalyst is C(OCC)(=O)C. The product is [CH2:13]([N:20]1[CH2:25][CH2:24][O:23][CH:22]([CH2:26][N:27]2[C:32](=[O:33])[C:31]([CH2:34][C:35]3[CH:36]=[CH:37][C:38]([C:41]4[CH:46]=[CH:45][CH:44]=[CH:43][C:42]=4[C:47]4[NH:3][C:4](=[O:7])[O:5][N:48]=4)=[CH:39][CH:40]=3)=[C:30]([CH2:49][CH2:50][CH2:51][CH3:52])[N:29]=[C:28]2[CH3:53])[CH2:21]1)[C:14]1[CH:19]=[CH:18][CH:17]=[CH:16][CH:15]=1. The yield is 0.150.